Dataset: Forward reaction prediction with 1.9M reactions from USPTO patents (1976-2016). Task: Predict the product of the given reaction. (1) The product is: [Br:8][C:6]1[CH:7]=[C:2]([NH:1][CH3:9])[CH:3]=[N:4][CH:5]=1. Given the reactants [NH2:1][C:2]1[CH:3]=[N:4][CH:5]=[C:6]([Br:8])[CH:7]=1.[CH:9](OCCCC)=O.C(O)(C(F)(F)F)=O.[H-].[Al+3].[Li+].[H-].[H-].[H-].CN1C=CC=CC1.[OH-].[Na+].S([O-])([O-])(=O)=O.[Mg+2], predict the reaction product. (2) Given the reactants [Cl:1][C:2]1[CH:3]=[C:4]([CH:8]2[C:13]([C:14](=[O:31])[NH:15][CH2:16][CH2:17][CH:18]([C:25]3[CH:30]=[CH:29][CH:28]=[CH:27][CH:26]=3)[C:19]3[CH:24]=[CH:23][CH:22]=[CH:21][CH:20]=3)=[C:12]([CH2:32][O:33][CH2:34][CH2:35][CH:36]3[CH2:41][CH2:40][CH2:39][CH2:38][CH2:37]3)[NH:11][C:10]([CH3:42])=[C:9]2[C:43]([O:45]CCC#N)=[O:44])[CH:5]=[CH:6][CH:7]=1.[OH-].[Na+].Cl.O, predict the reaction product. The product is: [Cl:1][C:2]1[CH:3]=[C:4]([CH:8]2[C:13]([C:14](=[O:31])[NH:15][CH2:16][CH2:17][CH:18]([C:19]3[CH:20]=[CH:21][CH:22]=[CH:23][CH:24]=3)[C:25]3[CH:26]=[CH:27][CH:28]=[CH:29][CH:30]=3)=[C:12]([CH2:32][O:33][CH2:34][CH2:35][CH:36]3[CH2:41][CH2:40][CH2:39][CH2:38][CH2:37]3)[NH:11][C:10]([CH3:42])=[C:9]2[C:43]([OH:45])=[O:44])[CH:5]=[CH:6][CH:7]=1. (3) Given the reactants C[Si]([N-][Si](C)(C)C)(C)C.[Na+].[O:11]=[C:12]1[CH2:16][N:15]([C:17]([O:19][C:20]([CH3:23])([CH3:22])[CH3:21])=[O:18])[C@H:14]([C:24]([O:26][CH3:27])=[O:25])[CH2:13]1.C1C=CC(N([S:35]([C:38]([F:41])([F:40])[F:39])(=[O:37])=[O:36])[S:35]([C:38]([F:41])([F:40])[F:39])(=[O:37])=[O:36])=CC=1, predict the reaction product. The product is: [F:39][C:38]([F:41])([F:40])[S:35]([O:11][C:12]1[CH2:16][N:15]([C:17]([O:19][C:20]([CH3:21])([CH3:22])[CH3:23])=[O:18])[C@H:14]([C:24]([O:26][CH3:27])=[O:25])[CH:13]=1)(=[O:37])=[O:36]. (4) Given the reactants [Cl:1][C:2]1[CH:7]=[CH:6][C:5]([C:8]2[N:9]=[C:10]([C:13]([OH:15])=O)[S:11][CH:12]=2)=[CH:4][CH:3]=1.C1N=CN(C(N2C=NC=C2)=O)C=1.[CH3:28][S:29][C:30]1[CH:37]=[CH:36][C:33]([CH2:34][NH2:35])=[CH:32][CH:31]=1, predict the reaction product. The product is: [CH3:28][S:29][C:30]1[CH:37]=[CH:36][C:33]([CH2:34][NH:35][C:13]([C:10]2[S:11][CH:12]=[C:8]([C:5]3[CH:4]=[CH:3][C:2]([Cl:1])=[CH:7][CH:6]=3)[N:9]=2)=[O:15])=[CH:32][CH:31]=1. (5) Given the reactants C[O:2][C:3]1[C:8]([CH2:9][N:10]2[CH2:15][CH2:14][CH:13]([CH2:16][CH2:17][C:18]3[CH:23]=[CH:22][CH:21]=[CH:20][C:19]=3[CH3:24])[CH2:12][CH2:11]2)=[CH:7][CH:6]=[CH:5][N:4]=1.Cl.CO, predict the reaction product. The product is: [O:2]=[C:3]1[C:8]([CH2:9][N:10]2[CH2:11][CH2:12][CH:13]([CH2:16][CH2:17][C:18]3[CH:23]=[CH:22][CH:21]=[CH:20][C:19]=3[CH3:24])[CH2:14][CH2:15]2)=[CH:7][CH:6]=[CH:5][NH:4]1.